From a dataset of Full USPTO retrosynthesis dataset with 1.9M reactions from patents (1976-2016). Predict the reactants needed to synthesize the given product. (1) The reactants are: [CH3:1][C:2]1[CH:8]=[CH:7][C:5]([NH2:6])=[CH:4][C:3]=1[N+:9]([O-])=O.[CH2:12]([N:14]1[CH2:19][CH2:18][N:17]([C:20]2[CH:21]=[C:22]([CH:26]=[C:27]([C:29]([F:32])([F:31])[F:30])[CH:28]=2)[C:23](O)=[O:24])[CH2:16][CH2:15]1)[CH3:13].C(N(C(C)C)CC)(C)C.F[P-](F)(F)(F)(F)F.N1(OC(N(C)C)=[N+](C)C)C2N=CC=CC=2N=N1. Given the product [NH2:9][C:3]1[CH:4]=[C:5]([NH:6][C:23](=[O:24])[C:22]2[CH:26]=[C:27]([C:29]([F:30])([F:31])[F:32])[CH:28]=[C:20]([N:17]3[CH2:16][CH2:15][N:14]([CH2:12][CH3:13])[CH2:19][CH2:18]3)[CH:21]=2)[CH:7]=[CH:8][C:2]=1[CH3:1], predict the reactants needed to synthesize it. (2) Given the product [F:10][C:9]1[C:2]([N:11]2[CH2:16][CH2:15][CH2:14][CH2:13][CH2:12]2)=[C:3]([CH:6]=[CH:7][CH:8]=1)[C:4]#[N:5], predict the reactants needed to synthesize it. The reactants are: F[C:2]1[C:9]([F:10])=[CH:8][CH:7]=[CH:6][C:3]=1[C:4]#[N:5].[NH:11]1[CH2:16][CH2:15][CH2:14][CH2:13][CH2:12]1.C(O)(=O)CC(CC(O)=O)(C(O)=O)O.